This data is from Full USPTO retrosynthesis dataset with 1.9M reactions from patents (1976-2016). The task is: Predict the reactants needed to synthesize the given product. Given the product [CH2:1]([O:8][C:9]1[CH:18]=[CH:17][C:12]([C:13]([O:15][CH3:16])=[O:14])=[C:11]([O:19][CH:30]2[CH2:31][CH2:32][NH:27][CH2:28][CH2:29]2)[CH:10]=1)[C:2]1[CH:3]=[CH:4][CH:5]=[CH:6][CH:7]=1, predict the reactants needed to synthesize it. The reactants are: [CH2:1]([O:8][C:9]1[CH:18]=[CH:17][C:12]([C:13]([O:15][CH3:16])=[O:14])=[C:11]([OH:19])[CH:10]=1)[C:2]1[CH:7]=[CH:6][CH:5]=[CH:4][CH:3]=1.C(OC([N:27]1[CH2:32][CH2:31][CH:30](O)[CH2:29][CH2:28]1)=O)(C)(C)C.C1(P(C2C=CC=CC=2)C2C=CC=CC=2)C=CC=CC=1.